From a dataset of Forward reaction prediction with 1.9M reactions from USPTO patents (1976-2016). Predict the product of the given reaction. (1) Given the reactants [CH3:1][C:2]([CH3:5])([O-])[CH3:3].[K+].O1CCCC1.[C:12]([C:15]1[CH:16]=[N:17][CH:18]=CC=1)(=O)C, predict the reaction product. The product is: [CH3:1][C:2]([C:5]1[CH:18]=[N:17][CH:16]=[CH:15][CH:12]=1)=[CH2:3]. (2) Given the reactants [Br:1][C:2]1[CH:7]=[CH:6][C:5]([N:8]2[CH2:13][CH2:12][N:11]([S:14]([CH2:17][C:18]([O:20][CH3:21])=[O:19])(=[O:16])=[O:15])[CH2:10][CH2:9]2)=[CH:4][CH:3]=1.Cl.Cl[CH2:24][CH2:25][N:26]([CH2:31][CH2:32]Cl)[CH2:27][CH2:28][O:29][CH3:30].C(=O)([O-])[O-].[K+].[K+].C1OCCOCCOCCOCCOCCOC1, predict the reaction product. The product is: [Br:1][C:2]1[CH:7]=[CH:6][C:5]([N:8]2[CH2:13][CH2:12][N:11]([S:14]([C:17]3([C:18]([O:20][CH3:21])=[O:19])[CH2:32][CH2:31][N:26]([CH2:27][CH2:28][O:29][CH3:30])[CH2:25][CH2:24]3)(=[O:16])=[O:15])[CH2:10][CH2:9]2)=[CH:4][CH:3]=1. (3) Given the reactants C([O:8][C:9]1[CH:14]=[CH:13][C:12]([N:15]2[C:19]3=[N:20][CH:21]=[C:22]([CH3:24])[CH:23]=[C:18]3[N:17]([CH2:25][CH3:26])[C:16]2=[O:27])=[CH:11][CH:10]=1)C1C=CC=CC=1, predict the reaction product. The product is: [CH2:25]([N:17]1[C:18]2[C:19](=[N:20][CH:21]=[C:22]([CH3:24])[CH:23]=2)[N:15]([C:12]2[CH:13]=[CH:14][C:9]([OH:8])=[CH:10][CH:11]=2)[C:16]1=[O:27])[CH3:26]. (4) Given the reactants Cl.[Cl:2][C:3]1[CH:4]=[C:5]([C:10]2[CH:15]=[CH:14][C:13]([CH2:16][CH:17]([NH2:21])[CH2:18][O:19][CH3:20])=[CH:12][CH:11]=2)[CH:6]=[CH:7][C:8]=1[F:9].[CH3:22][O:23][C:24]1[CH:29]=[CH:28][C:27]([C:30]2[CH:35]=[CH:34][C:33]([C:36]([F:39])([F:38])[F:37])=[CH:32][CH:31]=2)=[CH:26][C:25]=1[C:40](Cl)=[O:41].C(N(CC)CC)C, predict the reaction product. The product is: [Cl:2][C:3]1[CH:4]=[C:5]([C:10]2[CH:15]=[CH:14][C:13]([CH2:16][C@@H:17]([NH:21][C:40]([C:25]3[CH:26]=[C:27]([C:30]4[CH:35]=[CH:34][C:33]([C:36]([F:37])([F:39])[F:38])=[CH:32][CH:31]=4)[CH:28]=[CH:29][C:24]=3[O:23][CH3:22])=[O:41])[CH2:18][O:19][CH3:20])=[CH:12][CH:11]=2)[CH:6]=[CH:7][C:8]=1[F:9]. (5) Given the reactants [CH2:1]([C:4]1[NH:5][C:6]2[C:11]([CH:12]=1)=[C:10]([C:13]([F:16])([F:15])[F:14])[C:9]([C:17]#[N:18])=[CH:8][CH:7]=2)[CH2:2][CH3:3].Br[CH:20]([CH3:25])[C:21]([O:23][CH3:24])=[O:22], predict the reaction product. The product is: [C:17]([C:9]1[C:10]([C:13]([F:15])([F:16])[F:14])=[C:11]2[C:6](=[CH:7][CH:8]=1)[N:5]([CH:20]([CH3:25])[C:21]([O:23][CH3:24])=[O:22])[C:4]([CH2:1][CH2:2][CH3:3])=[CH:12]2)#[N:18].